The task is: Predict the product of the given reaction.. This data is from Forward reaction prediction with 1.9M reactions from USPTO patents (1976-2016). (1) Given the reactants [OH:1][C:2]1[CH:7]=[CH:6][CH:5]=[CH:4][C:3]=1[S:8](=[O:11])(=[O:10])[NH2:9].Br[CH2:13][C:14]([NH:16][CH3:17])=[O:15].C([O-])([O-])=O.[K+].[K+], predict the reaction product. The product is: [S:8]([C:3]1[CH:4]=[CH:5][CH:6]=[CH:7][C:2]=1[O:1][CH2:13][C:14]([NH:16][CH3:17])=[O:15])(=[O:11])(=[O:10])[NH2:9]. (2) Given the reactants C(OC(=O)[NH:7][C:8]1[CH:13]=[C:12]([N:14]([CH3:16])[CH3:15])[C:11]([C:17]([F:20])([F:19])[F:18])=[CH:10][C:9]=1[NH:21][C:22](=[O:33])[CH2:23][C:24]([C:26]1[CH:31]=[CH:30][CH:29]=[C:28]([Br:32])[CH:27]=1)=O)(C)(C)C.C(O)(C(F)(F)F)=O, predict the reaction product. The product is: [Br:32][C:28]1[CH:27]=[C:26]([C:24]2[CH2:23][C:22](=[O:33])[NH:21][C:9]3[CH:10]=[C:11]([C:17]([F:20])([F:19])[F:18])[C:12]([N:14]([CH3:16])[CH3:15])=[CH:13][C:8]=3[N:7]=2)[CH:31]=[CH:30][CH:29]=1. (3) The product is: [NH2:20][C:7]1[CH:6]=[C:5]([CH:10]=[CH:9][C:8]=1[NH:11][CH2:12][CH2:13][N:14]1[CH2:15][CH2:16][O:17][CH2:18][CH2:19]1)[C:4]([N:3]([CH2:1][CH3:2])[CH2:24][CH3:25])=[O:23]. Given the reactants [CH2:1]([N:3]([CH2:24][CH3:25])[C:4](=[O:23])[C:5]1[CH:10]=[CH:9][C:8]([NH:11][CH2:12][CH2:13][N:14]2[CH2:19][CH2:18][O:17][CH2:16][CH2:15]2)=[C:7]([N+:20]([O-])=O)[CH:6]=1)[CH3:2], predict the reaction product. (4) Given the reactants C(N(CC)CC)C.[NH2:8][C@@H:9]1[CH2:15][CH2:14][C@@H:13]([C:16]2[CH:21]=[CH:20][CH:19]=[C:18]([F:22])[C:17]=2[F:23])[CH2:12][N:11]([CH2:24][C:25]([F:28])([F:27])[F:26])[C:10]1=[S:29].[O:30]=[C:31]1[NH:39][C:34]2=[N:35][CH:36]=[CH:37][CH:38]=[C:33]2[N:32]1[CH:40]1[CH2:45][CH2:44][N:43]([C:46](Cl)=[O:47])[CH2:42][CH2:41]1.O, predict the reaction product. The product is: [F:23][C:17]1[C:18]([F:22])=[CH:19][CH:20]=[CH:21][C:16]=1[C@H:13]1[CH2:12][N:11]([CH2:24][C:25]([F:27])([F:28])[F:26])[C:10](=[S:29])[C@H:9]([NH:8][C:46]([N:43]2[CH2:42][CH2:41][CH:40]([N:32]3[C:33]4[C:34](=[N:35][CH:36]=[CH:37][CH:38]=4)[NH:39][C:31]3=[O:30])[CH2:45][CH2:44]2)=[O:47])[CH2:15][CH2:14]1. (5) Given the reactants [F:1][C:2]1[CH:7]=[CH:6][C:5]([C:8]([CH3:19])([CH2:13][CH2:14][C:15]([CH3:18])([CH3:17])[CH3:16])[C:9]([O:11]C)=[O:10])=[CH:4][CH:3]=1.C1(C(CCC)(CCC)C(OC)=O)C=CC=CC=1, predict the reaction product. The product is: [F:1][C:2]1[CH:3]=[CH:4][C:5]([C:8]([CH3:19])([CH2:13][CH2:14][C:15]([CH3:18])([CH3:17])[CH3:16])[C:9]([OH:11])=[O:10])=[CH:6][CH:7]=1. (6) Given the reactants [F:1][C:2]1[C:11]([F:12])=[C:10]([F:13])[CH:9]=[C:8]2[C:3]=1[CH:4]=[CH:5][C:6]([OH:14])=[CH:7]2.N1C=CC=CC=1.[F:21][C:22]([F:35])([F:34])[S:23](O[S:23]([C:22]([F:35])([F:34])[F:21])(=[O:25])=[O:24])(=[O:25])=[O:24].O, predict the reaction product. The product is: [F:21][C:22]([F:35])([F:34])[S:23]([O:14][C:6]1[CH:5]=[CH:4][C:3]2[C:8](=[CH:9][C:10]([F:13])=[C:11]([F:12])[C:2]=2[F:1])[CH:7]=1)(=[O:25])=[O:24]. (7) Given the reactants [NH2:1][C:2]1[S:3][C:4]2[C:10]([N:11]3[CH2:16][CH2:15][O:14][CH2:13][CH2:12]3)=[CH:9][CH:8]=[C:7]([O:17][CH3:18])[C:5]=2[N:6]=1.[Cl:19][CH2:20][C:21]1[CH:29]=[CH:28][C:24]([C:25](Cl)=[O:26])=[CH:23][CH:22]=1.N1C=CC=CC=1, predict the reaction product. The product is: [Cl:19][CH2:20][C:21]1[CH:29]=[CH:28][C:24]([C:25]([NH:1][C:2]2[S:3][C:4]3[C:10]([N:11]4[CH2:16][CH2:15][O:14][CH2:13][CH2:12]4)=[CH:9][CH:8]=[C:7]([O:17][CH3:18])[C:5]=3[N:6]=2)=[O:26])=[CH:23][CH:22]=1.